This data is from Catalyst prediction with 721,799 reactions and 888 catalyst types from USPTO. The task is: Predict which catalyst facilitates the given reaction. (1) Reactant: [Br:1][C:2]1[CH:3]=[N:4][C:5]([CH2:8][OH:9])=[N:6][CH:7]=1.C(N(CC)CC)C.[S:17](Cl)([CH3:20])(=[O:19])=[O:18]. Product: [CH3:20][S:17]([O:9][CH2:8][C:5]1[N:6]=[CH:7][C:2]([Br:1])=[CH:3][N:4]=1)(=[O:19])=[O:18]. The catalyst class is: 7. (2) Reactant: [C:1]([O:5][C:6]([N:8]1[CH2:13][CH:12]([C:14]([O:16][CH3:17])=[O:15])[CH2:11][CH2:10][CH:9]1[C:18]([OH:20])=O)=[O:7])([CH3:4])([CH3:3])[CH3:2].[C:21]([NH:26][NH2:27])(=[O:25])[CH:22]([CH3:24])[CH3:23].CCN=C=NCCCN(C)C.Cl.C1C=CC2N(O)N=NC=2C=1.O. Product: [C:21]([NH:26][NH:27][C:18]([CH:9]1[N:8]([C:6]([O:5][C:1]([CH3:2])([CH3:3])[CH3:4])=[O:7])[CH2:13][CH:12]([C:14]([O:16][CH3:17])=[O:15])[CH2:11][CH2:10]1)=[O:20])(=[O:25])[CH:22]([CH3:24])[CH3:23]. The catalyst class is: 10. (3) Reactant: [NH:1]1[CH2:5][CH:4]=[CH:3][CH2:2]1.[C:6](O[C:6]([O:8][C:9]([CH3:12])([CH3:11])[CH3:10])=[O:7])([O:8][C:9]([CH3:12])([CH3:11])[CH3:10])=[O:7].ClC1C=C(C(OO)=[O:29])C=CC=1. Product: [C:9]([O:8][C:6]([N:1]1[CH2:5][CH:4]2[CH:3]([O:29]2)[CH2:2]1)=[O:7])([CH3:12])([CH3:11])[CH3:10]. The catalyst class is: 4. (4) Reactant: C([N:8]1[CH2:13][CH2:12][O:11][CH:10]([C:14]([C:22]2[CH:27]=[CH:26][CH:25]=[CH:24][CH:23]=2)=[CH:15][C:16]2[CH:21]=[CH:20][CH:19]=[CH:18][CH:17]=2)[CH2:9]1)C1C=CC=CC=1.C([O-])=O.[NH4+]. Product: [C:22]1([CH:14]([CH:10]2[O:11][CH2:12][CH2:13][NH:8][CH2:9]2)[CH2:15][C:16]2[CH:21]=[CH:20][CH:19]=[CH:18][CH:17]=2)[CH:27]=[CH:26][CH:25]=[CH:24][CH:23]=1. The catalyst class is: 45. (5) Reactant: [C:1]1([CH:7]2[O:12][CH2:11][CH:10]([C:13]([OH:15])=O)[CH2:9][O:8]2)[CH:6]=[CH:5][CH:4]=[CH:3][CH:2]=1.ON1C(=O)CCC1=O.C1(N=C=NC2CCCCC2)CCCCC1.C(N(CC)C(C)C)(C)C.Cl.Cl.[N:50]1([C:56]2[CH:61]=[CH:60][C:59]([N:62]3[CH2:66][C@H:65]([CH2:67][O:68][C:69]4[CH:73]=[CH:72][O:71][N:70]=4)[O:64][C:63]3=[O:74])=[CH:58][C:57]=2[F:75])[CH2:55][CH2:54][NH:53][CH2:52][CH2:51]1. Product: [C:1]1([CH:7]2[O:8][CH2:9][CH:10]([C:13]([N:53]3[CH2:52][CH2:51][N:50]([C:56]4[CH:61]=[CH:60][C:59]([N:62]5[CH2:66][C@H:65]([CH2:67][O:68][C:69]6[CH:73]=[CH:72][O:71][N:70]=6)[O:64][C:63]5=[O:74])=[CH:58][C:57]=4[F:75])[CH2:55][CH2:54]3)=[O:15])[CH2:11][O:12]2)[CH:2]=[CH:3][CH:4]=[CH:5][CH:6]=1. The catalyst class is: 4. (6) Reactant: [Cl:1][C:2]1[CH:3]=[C:4]([CH:9]([NH:11][C:12]2[CH:17]=[C:16]([N:18]3[CH2:23][CH2:22][NH:21][CH2:20][CH2:19]3)[CH:15]=[CH:14][C:13]=2[S:24]([CH3:27])(=[O:26])=[O:25])[CH3:10])[CH:5]=[C:6]([Cl:8])[CH:7]=1.Cl. Product: [ClH:1].[Cl:1][C:2]1[CH:3]=[C:4]([CH:9]([NH:11][C:12]2[CH:17]=[C:16]([N:18]3[CH2:19][CH2:20][NH:21][CH2:22][CH2:23]3)[CH:15]=[CH:14][C:13]=2[S:24]([CH3:27])(=[O:25])=[O:26])[CH3:10])[CH:5]=[C:6]([Cl:8])[CH:7]=1. The catalyst class is: 268. (7) Product: [Si:45]([O:44][CH2:43][C:40]1[CH:41]=[CH:42][C:37]([S:34]([N:33]([C@H:13]([CH2:14][O:15][Si:16]([C:29]([CH3:30])([CH3:31])[CH3:32])([C:23]2[CH:28]=[CH:27][CH:26]=[CH:25][CH:24]=2)[C:17]2[CH:22]=[CH:21][CH:20]=[CH:19][CH:18]=2)[CH2:12][CH2:11][CH2:10][CH2:9][OH:8])[CH2:62][CH2:63][CH:64]([CH3:66])[CH3:65])(=[O:35])=[O:36])=[CH:38][CH:39]=1)([C:58]([CH3:61])([CH3:60])[CH3:59])([C:46]1[CH:47]=[CH:48][CH:49]=[CH:50][CH:51]=1)[C:52]1[CH:57]=[CH:56][CH:55]=[CH:54][CH:53]=1. The catalyst class is: 14. Reactant: C([O:8][CH2:9][CH2:10][CH2:11][CH2:12][C@H:13]([N:33]([CH2:62][CH2:63][CH:64]([CH3:66])[CH3:65])[S:34]([C:37]1[CH:42]=[CH:41][C:40]([CH2:43][O:44][Si:45]([C:58]([CH3:61])([CH3:60])[CH3:59])([C:52]2[CH:57]=[CH:56][CH:55]=[CH:54][CH:53]=2)[C:46]2[CH:51]=[CH:50][CH:49]=[CH:48][CH:47]=2)=[CH:39][CH:38]=1)(=[O:36])=[O:35])[CH2:14][O:15][Si:16]([C:29]([CH3:32])([CH3:31])[CH3:30])([C:23]1[CH:28]=[CH:27][CH:26]=[CH:25][CH:24]=1)[C:17]1[CH:22]=[CH:21][CH:20]=[CH:19][CH:18]=1)C1C=CC=CC=1. (8) Reactant: [CH:1]1([C:4]2[NH:13][C:7]3[N:8]=[N:9][C:10](I)=[CH:11][C:6]=3[CH:5]=2)[CH2:3][CH2:2]1.[CH2:14]([N:18]1[CH:22]=[C:21]([C:23]([O:25][CH3:26])=[O:24])[N:20]=[N:19]1)[CH2:15][C:16]#[CH:17].C(N(CC)CC)C.N#N. Product: [CH:1]1([C:4]2[NH:13][C:7]3[N:8]=[N:9][C:10]([C:17]#[C:16][CH2:15][CH2:14][N:18]4[CH:22]=[C:21]([C:23]([O:25][CH3:26])=[O:24])[N:20]=[N:19]4)=[CH:11][C:6]=3[CH:5]=2)[CH2:3][CH2:2]1. The catalyst class is: 540. (9) Reactant: [F:1][C:2]1[CH:10]=[C:9]2[C:5]([C:6]([C:20]3[CH:21]=[N:22][N:23](C(OC(C)(C)C)=O)[CH:24]=3)=[CH:7][N:8]2[S:11]([C:14]2[CH:19]=[CH:18][CH:17]=[CH:16][CH:15]=2)(=[O:13])=[O:12])=[CH:4][CH:3]=1.Cl. Product: [F:1][C:2]1[CH:10]=[C:9]2[C:5]([C:6]([C:20]3[CH:24]=[N:23][NH:22][CH:21]=3)=[CH:7][N:8]2[S:11]([C:14]2[CH:15]=[CH:16][CH:17]=[CH:18][CH:19]=2)(=[O:12])=[O:13])=[CH:4][CH:3]=1. The catalyst class is: 275. (10) Reactant: [OH:1][C:2]1[CH:7]=[C:6]([OH:8])[CH:5]=[CH:4][C:3]=1[CH:9]=[CH:10][C:11]([C:13]1[CH:18]=[CH:17][C:16]([OH:19])=[C:15]([CH2:20][CH:21]=[C:22]([CH3:24])[CH3:23])[C:14]=1[OH:25])=[O:12].CC(C)=CCC1C(O)=CC(O)=CC=1C1OC2C=C(O)C=CC=2C=1.OC1C=C(O)C=C2C=1C(=O)C[C@@H](C1C=CC(O)=CC=1O)O2. Product: [CH3:24][C:22]([CH3:23])=[CH:21][CH2:20][C:15]1[C:16]([OH:19])=[CH:17][CH:18]=[C:13]2[C:11](=[O:12])[CH2:10][C@@H:9]([C:3]3[CH:4]=[CH:5][C:6]([OH:8])=[CH:7][C:2]=3[OH:1])[O:25][C:14]=12. The catalyst class is: 5.